This data is from NCI-60 drug combinations with 297,098 pairs across 59 cell lines. The task is: Regression. Given two drug SMILES strings and cell line genomic features, predict the synergy score measuring deviation from expected non-interaction effect. (1) Drug 1: C1C(C(OC1N2C=NC(=NC2=O)N)CO)O. Drug 2: CC12CCC3C(C1CCC2OP(=O)(O)O)CCC4=C3C=CC(=C4)OC(=O)N(CCCl)CCCl.[Na+]. Cell line: SF-268. Synergy scores: CSS=36.2, Synergy_ZIP=-4.82, Synergy_Bliss=-0.522, Synergy_Loewe=1.41, Synergy_HSA=0.458. (2) Drug 2: C1=CC(=CC=C1CCC2=CNC3=C2C(=O)NC(=N3)N)C(=O)NC(CCC(=O)O)C(=O)O. Cell line: SK-OV-3. Drug 1: CC1=C2C(C(=O)C3(C(CC4C(C3C(C(C2(C)C)(CC1OC(=O)C(C(C5=CC=CC=C5)NC(=O)OC(C)(C)C)O)O)OC(=O)C6=CC=CC=C6)(CO4)OC(=O)C)OC)C)OC. Synergy scores: CSS=51.5, Synergy_ZIP=-8.49, Synergy_Bliss=-11.1, Synergy_Loewe=-5.68, Synergy_HSA=-2.51. (3) Drug 1: C1CC(=O)NC(=O)C1N2CC3=C(C2=O)C=CC=C3N. Drug 2: C1C(C(OC1N2C=NC(=NC2=O)N)CO)O. Cell line: UO-31. Synergy scores: CSS=0.741, Synergy_ZIP=-3.01, Synergy_Bliss=-3.42, Synergy_Loewe=-5.22, Synergy_HSA=-3.75. (4) Synergy scores: CSS=39.0, Synergy_ZIP=5.19, Synergy_Bliss=4.64, Synergy_Loewe=6.46, Synergy_HSA=4.75. Drug 2: C1CCC(C(C1)N)N.C(=O)(C(=O)[O-])[O-].[Pt+4]. Cell line: K-562. Drug 1: C1CC(=O)NC(=O)C1N2C(=O)C3=CC=CC=C3C2=O. (5) Drug 1: CC1=C2C(C(=O)C3(C(CC4C(C3C(C(C2(C)C)(CC1OC(=O)C(C(C5=CC=CC=C5)NC(=O)OC(C)(C)C)O)O)OC(=O)C6=CC=CC=C6)(CO4)OC(=O)C)OC)C)OC. Drug 2: CC1C(C(CC(O1)OC2CC(CC3=C2C(=C4C(=C3O)C(=O)C5=C(C4=O)C(=CC=C5)OC)O)(C(=O)C)O)N)O.Cl. Cell line: RXF 393. Synergy scores: CSS=52.9, Synergy_ZIP=12.6, Synergy_Bliss=12.2, Synergy_Loewe=5.51, Synergy_HSA=16.3. (6) Drug 1: C1=CN(C=N1)CC(O)(P(=O)(O)O)P(=O)(O)O. Drug 2: CN(CCCl)CCCl.Cl. Cell line: SK-MEL-2. Synergy scores: CSS=2.09, Synergy_ZIP=12.1, Synergy_Bliss=20.7, Synergy_Loewe=-1.87, Synergy_HSA=-1.74. (7) Drug 1: C(CC(=O)O)C(=O)CN.Cl. Drug 2: CC12CCC3C(C1CCC2OP(=O)(O)O)CCC4=C3C=CC(=C4)OC(=O)N(CCCl)CCCl.[Na+]. Cell line: K-562. Synergy scores: CSS=-13.7, Synergy_ZIP=7.03, Synergy_Bliss=0.212, Synergy_Loewe=-7.99, Synergy_HSA=-7.38.